Task: Predict the reaction yield, written as a fraction of the theoretical maximum amount of product (1.0 means a 100% yield; for example, 0.34 means a 34% yield).. Dataset: Reaction yield outcomes from USPTO patents with 853,638 reactions (1) The reactants are [CH2:1]([O:8][C:9](=[O:26])[NH:10][C:11]1[CH:16]=[CH:15][C:14]([O:17][Si:18]([C:21]([CH3:24])([CH3:23])[CH3:22])([CH3:20])[CH3:19])=[CH:13][C:12]=1[CH3:25])[C:2]1[CH:7]=[CH:6][CH:5]=[CH:4][CH:3]=1.[H-].[Na+].I[CH3:30]. The catalyst is CN(C=O)C. The product is [CH2:1]([O:8][C:9](=[O:26])[N:10]([C:11]1[CH:16]=[CH:15][C:14]([O:17][Si:18]([C:21]([CH3:22])([CH3:23])[CH3:24])([CH3:19])[CH3:20])=[CH:13][C:12]=1[CH3:25])[CH3:30])[C:2]1[CH:3]=[CH:4][CH:5]=[CH:6][CH:7]=1. The yield is 0.750. (2) The reactants are [C:9](O[C:9]([O:11][C:12]([CH3:15])([CH3:14])[CH3:13])=[O:10])([O:11][C:12]([CH3:15])([CH3:14])[CH3:13])=[O:10].[CH3:16][C:17]1[CH:25]=[CH:24][CH:23]=[C:22]2[C:18]=1[CH:19]=[C:20]([C:26]([O:28][CH3:29])=[O:27])[NH:21]2. The catalyst is CN(C1C=CN=CC=1)C.C(#N)C. The product is [C:12]([O:11][C:9]([N:21]1[C:22]2[C:18](=[C:17]([CH3:16])[CH:25]=[CH:24][CH:23]=2)[CH:19]=[C:20]1[C:26]([O:28][CH3:29])=[O:27])=[O:10])([CH3:13])([CH3:14])[CH3:15]. The yield is 0.590.